Dataset: Reaction yield outcomes from USPTO patents with 853,638 reactions. Task: Predict the reaction yield, written as a fraction of the theoretical maximum amount of product (1.0 means a 100% yield; for example, 0.34 means a 34% yield). (1) The reactants are C(=O)(OCC)[O:2][C:3]1[CH:8]=[C:7]([N+:9]([O-:11])=[O:10])[C:6]([CH3:12])=[CH:5][C:4]=1[CH:13]1[CH:20]2[CH2:21][CH:16]3[CH2:17][CH:18]([CH2:22][CH:14]1[CH2:15]3)[CH2:19]2.N1CCCCC1. The catalyst is C(Cl)Cl. The yield is 0.770. The product is [CH:14]12[CH2:15][CH:16]3[CH2:17][CH:18]([CH2:19][CH:20]([CH2:21]3)[CH:13]1[C:4]1[CH:5]=[C:6]([CH3:12])[C:7]([N+:9]([O-:11])=[O:10])=[CH:8][C:3]=1[OH:2])[CH2:22]2. (2) The reactants are [CH3:1][C:2]1[C:6](=[C:7]([CH3:9])[CH3:8])[CH:5]=[C:4]([CH3:10])[CH:3]=1.[CH:11](=O)[C:12]1[CH:17]=[CH:16][CH:15]=[CH:14][CH:13]=1.Cl.[CH2:20]1COCC1. No catalyst specified. The product is [C:7]([C:6]1[CH:5]=[C:4]([CH3:10])[C:3](=[CH:11][C:12]2[CH:17]=[CH:16][CH:15]=[CH:14][CH:13]=2)[C:2]=1[CH3:1])([CH3:20])([CH3:9])[CH3:8]. The yield is 0.600. (3) The reactants are [NH2:1][C:2]1[CH:10]=[CH:9][CH:8]=[C:4]([C:5]([OH:7])=O)[C:3]=1[C:11]([OH:13])=[O:12].[C:14](OC(=O)C)(=[O:16])[CH3:15]. No catalyst specified. The product is [C:14]([NH:1][C:2]1[CH:10]=[CH:9][CH:8]=[C:4]2[C:5]([O:13][C:11](=[O:12])[C:3]=12)=[O:7])(=[O:16])[CH3:15]. The yield is 0.610. (4) The reactants are [NH2:1][C:2]1[C:7](Cl)=[N:6][CH:5]=[CH:4][N:3]=1.[Si:9]([C:13]#[CH:14])([CH3:12])([CH3:11])[CH3:10].CCOC(C)=O. The product is [CH3:10][Si:9]([C:13]#[C:14][C:7]1[C:2]([NH2:1])=[N:3][CH:4]=[CH:5][N:6]=1)([CH3:12])[CH3:11]. The catalyst is C1COCC1.[Cu]I.C1C=CC([P]([Pd]([P](C2C=CC=CC=2)(C2C=CC=CC=2)C2C=CC=CC=2)([P](C2C=CC=CC=2)(C2C=CC=CC=2)C2C=CC=CC=2)[P](C2C=CC=CC=2)(C2C=CC=CC=2)C2C=CC=CC=2)(C2C=CC=CC=2)C2C=CC=CC=2)=CC=1. The yield is 0.320.